This data is from Full USPTO retrosynthesis dataset with 1.9M reactions from patents (1976-2016). The task is: Predict the reactants needed to synthesize the given product. Given the product [Br:1][C:2]1[C:11]2[C:6](=[CH:7][CH:8]=[C:9]([Cl:12])[CH:10]=2)[CH:5]=[CH:4][C:3]=1[CH3:13], predict the reactants needed to synthesize it. The reactants are: [Br:1][C:2]1[C:11]2[C:6](=[CH:7][CH:8]=[C:9]([Cl:12])[CH:10]=2)[CH:5]=[CH:4][C:3]=1[CH:13]=O.[OH-].[K+].O.NN.